This data is from Full USPTO retrosynthesis dataset with 1.9M reactions from patents (1976-2016). The task is: Predict the reactants needed to synthesize the given product. Given the product [CH:28]1([NH:34][C:35]([CH:37]2[CH2:42][CH2:41][N:40]([CH2:43][C:44]3[CH:49]=[CH:48][CH:47]=[C:46]([NH2:50])[C:45]=3[Cl:53])[CH2:39][CH2:38]2)=[O:36])[CH2:33][CH2:32][CH2:31][CH2:30][CH2:29]1, predict the reactants needed to synthesize it. The reactants are: ClC1C([N+]([O-])=O)=CC=CC=1C=O.C1(NC(C2CCNCC2)=O)CCCCC1.[CH:28]1([NH:34][C:35]([CH:37]2[CH2:42][CH2:41][N:40]([CH2:43][C:44]3[CH:49]=[CH:48][CH:47]=[C:46]([N+:50]([O-])=O)[C:45]=3[Cl:53])[CH2:39][CH2:38]2)=[O:36])[CH2:33][CH2:32][CH2:31][CH2:30][CH2:29]1.